This data is from Reaction yield outcomes from USPTO patents with 853,638 reactions. The task is: Predict the reaction yield, written as a fraction of the theoretical maximum amount of product (1.0 means a 100% yield; for example, 0.34 means a 34% yield). (1) The reactants are [CH3:1][O:2][C:3]1[CH:10]=[CH:9][C:8](B2OC(C)(C)C(C)(C)O2)=[CH:7][C:4]=1[CH:5]=[O:6].Br[C:21]1[CH:22]=[C:23]2[C:27](=[C:28]([C:30]([NH2:32])=[O:31])[CH:29]=1)[NH:26][CH:25]=[C:24]2[CH:33]1[CH2:38][CH2:37][N:36]([S:39]([CH2:42][CH3:43])(=[O:41])=[O:40])[CH2:35][CH2:34]1.C(=O)([O-])[O-].[Na+].[Na+]. The catalyst is O1CCOCC1.O.C1C=CC([P]([Pd]([P](C2C=CC=CC=2)(C2C=CC=CC=2)C2C=CC=CC=2)([P](C2C=CC=CC=2)(C2C=CC=CC=2)C2C=CC=CC=2)[P](C2C=CC=CC=2)(C2C=CC=CC=2)C2C=CC=CC=2)(C2C=CC=CC=2)C2C=CC=CC=2)=CC=1. The product is [CH2:42]([S:39]([N:36]1[CH2:35][CH2:34][CH:33]([C:24]2[C:23]3[C:27](=[C:28]([C:30]([NH2:32])=[O:31])[CH:29]=[C:21]([C:8]4[CH:9]=[CH:10][C:3]([O:2][CH3:1])=[C:4]([CH:5]=[O:6])[CH:7]=4)[CH:22]=3)[NH:26][CH:25]=2)[CH2:38][CH2:37]1)(=[O:41])=[O:40])[CH3:43]. The yield is 0.580. (2) The reactants are [CH3:1][O:2][C:3]([CH:5]1[CH2:10][CH:9]([O:11][C:12]2[C:21]3[C:16](=[C:17]([CH3:24])[C:18]([O:22][CH3:23])=[CH:19][CH:20]=3)[N:15]=[C:14]([C:25]3[S:26][CH:27]=[C:28]([C:30]([F:33])([F:32])[F:31])[N:29]=3)[CH:13]=2)[CH2:8][CH2:7][N:6]1C(OCC1C=CC=CC=1)=O)=[O:4].O. The catalyst is FC(F)(F)C(O)=O. The product is [CH3:1][O:2][C:3]([CH:5]1[CH2:10][CH:9]([O:11][C:12]2[C:21]3[C:16](=[C:17]([CH3:24])[C:18]([O:22][CH3:23])=[CH:19][CH:20]=3)[N:15]=[C:14]([C:25]3[S:26][CH:27]=[C:28]([C:30]([F:31])([F:33])[F:32])[N:29]=3)[CH:13]=2)[CH2:8][CH2:7][NH:6]1)=[O:4]. The yield is 0.970. (3) The reactants are [CH3:1][O:2][C:3]1[CH:9]=[CH:8][C:6]([NH2:7])=[C:5]([CH3:10])[CH:4]=1.[F:11][C:12]([F:23])([F:22])[C:13]1[CH:14]=[C:15]([N:19]=[C:20]=[O:21])[CH:16]=[CH:17][CH:18]=1. The yield is 0.380. The catalyst is C1COCC1.CN(C1C=CN=CC=1)C. The product is [CH3:1][O:2][C:3]1[CH:9]=[CH:8][C:6]([NH:7][C:20]([NH:19][C:15]2[CH:16]=[CH:17][CH:18]=[C:13]([C:12]([F:11])([F:22])[F:23])[CH:14]=2)=[O:21])=[C:5]([CH3:10])[CH:4]=1. (4) The reactants are [CH3:1]NCCNC.C[Al](C)C.[N:11]1([C:17]([C:19]2[CH:20]=[CH:21][C:22]([C:25]3[N:33]4[C:28]([CH:29]=[CH:30][CH:31]=[CH:32]4)=[CH:27][C:26]=3[C:34]([O:36]CC)=O)=[N:23][CH:24]=2)=[O:18])[CH2:16][CH2:15][O:14][CH2:13][CH2:12]1. The catalyst is C1(C)C=CC=CC=1. The product is [N:11]1([C:17]([C:19]2[CH:20]=[CH:21][C:22]([C:25]3[N:33]4[C:28]([CH:29]=[CH:30][CH:31]=[CH:32]4)=[CH:27][C:26]=3[C:34](=[O:36])[CH3:1])=[N:23][CH:24]=2)=[O:18])[CH2:16][CH2:15][O:14][CH2:13][CH2:12]1. The yield is 0.150. (5) No catalyst specified. The yield is 1.00. The product is [CH2:1]([O:3][C:4](=[O:11])[C:5](=[O:10])[C:6]([CH:7]1[CH2:9][CH2:8]1)=[CH:14][N:15]([CH3:17])[CH3:16])[CH3:2]. The reactants are [CH2:1]([O:3][C:4](=[O:11])[C:5](=[O:10])[CH2:6][CH:7]1[CH2:9][CH2:8]1)[CH3:2].CO[CH:14](OC)[N:15]([CH3:17])[CH3:16]. (6) The reactants are [NH:1]1[C:7]2[CH:8]=[CH:9][CH:10]=[CH:11][C:6]=2[CH2:5][CH2:4][CH2:3][C:2]1=O.[H-].[H-].[H-].[H-].[Li+].[Al+3].[C@H](O)(C([O-])=O)[C@@H](O)C([O-])=O.[Na+].[K+]. The catalyst is C1COCC1.CCOCC. The product is [NH:1]1[C:7]2[CH:8]=[CH:9][CH:10]=[CH:11][C:6]=2[CH2:5][CH2:4][CH2:3][CH2:2]1. The yield is 0.980. (7) The catalyst is CN(C)C1C=CN=CC=1.ClCCl. The yield is 0.480. The reactants are [Br:1][C:2]1[CH:3]=[CH:4][C:5]2[O:9][C:8]([CH2:10][CH2:11][OH:12])=[CH:7][C:6]=2[CH:13]=1.C(N(CC)CC)C.[C:21]1([CH3:31])[CH:26]=[CH:25][C:24]([S:27](Cl)(=[O:29])=[O:28])=[CH:23][CH:22]=1. The product is [CH3:31][C:21]1[CH:26]=[CH:25][C:24]([S:27]([O:12][CH2:11][CH2:10][C:8]2[O:9][C:5]3[CH:4]=[CH:3][C:2]([Br:1])=[CH:13][C:6]=3[CH:7]=2)(=[O:29])=[O:28])=[CH:23][CH:22]=1.